Predict the reactants needed to synthesize the given product. From a dataset of Full USPTO retrosynthesis dataset with 1.9M reactions from patents (1976-2016). (1) Given the product [F:18][C:19]1[CH:20]=[CH:21][C:22]([C:35]2[C:36]([C:42]#[N:43])=[N:37][C:38]([CH3:41])=[CH:39][CH:40]=2)=[CH:23][CH:24]=1, predict the reactants needed to synthesize it. The reactants are: CC1C=CC(C2C=NN(C)C=2)=C(C=1)C(OC)=O.[F:18][C:19]1[CH:24]=[CH:23][C:22](B2OC(C)(C)C(C)(C)O2)=[CH:21][CH:20]=1.Br[C:35]1[C:36]([C:42]#[N:43])=[N:37][C:38]([CH3:41])=[CH:39][CH:40]=1. (2) Given the product [CH2:37]([O:29][C:28](=[O:30])[C:27]1[CH:31]=[CH:32][C:24]([NH:23][C:21]([C:18]2[CH:19]=[C:20]3[C:15]([CH2:14][CH2:13][CH2:12][N:11]3[S:8]([C:6]3[CH:7]=[C:2]([Cl:1])[CH:3]=[CH:4][C:5]=3[O:34][CH3:35])(=[O:10])=[O:9])=[CH:16][CH:17]=2)=[O:22])=[CH:25][C:26]=1[F:33])[CH3:42], predict the reactants needed to synthesize it. The reactants are: [Cl:1][C:2]1[CH:3]=[CH:4][C:5]([O:34][CH3:35])=[C:6]([S:8]([N:11]2[C:20]3[C:15](=[CH:16][CH:17]=[C:18]([C:21]([NH:23][C:24]4[CH:32]=[CH:31][C:27]([C:28]([OH:30])=[O:29])=[C:26]([F:33])[CH:25]=4)=[O:22])[CH:19]=3)[CH2:14][CH2:13][CH2:12]2)(=[O:10])=[O:9])[CH:7]=1.Cl[C:37]1C=CC(OC)=C(S(Cl)(=O)=O)[CH:42]=1. (3) The reactants are: [C:1]([C:3]1[C:4]([N:22]2[CH2:27][CH2:26][CH:25]([C:28](O)=[O:29])[CH2:24][CH2:23]2)=[N:5][C:6]([CH2:14][N:15]2[CH2:20][CH2:19][CH2:18][CH2:17][C:16]2=[O:21])=[C:7]([C:9]([O:11][CH2:12][CH3:13])=[O:10])[CH:8]=1)#[N:2].[C:31]1([NH:37][S:38]([NH2:41])(=[O:40])=[O:39])[CH:36]=[CH:35][CH:34]=[CH:33][CH:32]=1. Given the product [NH:37]([S:38]([NH:41][C:28]([CH:25]1[CH2:26][CH2:27][N:22]([C:4]2[C:3]([C:1]#[N:2])=[CH:8][C:7]([C:9]([O:11][CH2:12][CH3:13])=[O:10])=[C:6]([CH2:14][N:15]3[CH2:20][CH2:19][CH2:18][CH2:17][C:16]3=[O:21])[N:5]=2)[CH2:23][CH2:24]1)=[O:29])(=[O:39])=[O:40])[C:31]1[CH:32]=[CH:33][CH:34]=[CH:35][CH:36]=1, predict the reactants needed to synthesize it. (4) Given the product [CH:1]1([C:4]2[N:9]=[CH:8][C:7]([C:10]3[CH:15]=[CH:14][N:13]=[C:12]([C:16]([NH:18][C:19]4[CH:20]=[CH:21][CH:22]=[C:23]([C:25]([NH:30][NH2:31])=[O:27])[N:24]=4)=[O:17])[CH:11]=3)=[CH:6][CH:5]=2)[CH2:3][CH2:2]1, predict the reactants needed to synthesize it. The reactants are: [CH:1]1([C:4]2[N:9]=[CH:8][C:7]([C:10]3[CH:15]=[CH:14][N:13]=[C:12]([C:16]([NH:18][C:19]4[N:24]=[C:23]([C:25]([O:27]C)=O)[CH:22]=[CH:21][CH:20]=4)=[O:17])[CH:11]=3)=[CH:6][CH:5]=2)[CH2:3][CH2:2]1.O.[NH2:30][NH2:31]. (5) Given the product [Cl:1][C:2]1[CH:7]=[CH:6][C:5]([C:8]2([C:9]#[N:10])[CH2:18][CH2:17][O:16][CH2:15][CH2:14]2)=[CH:4][CH:3]=1, predict the reactants needed to synthesize it. The reactants are: [Cl:1][C:2]1[CH:7]=[CH:6][C:5]([CH2:8][C:9]#[N:10])=[CH:4][CH:3]=1.[H-].[Na+].Cl[CH2:14][CH2:15][O:16][CH2:17][CH2:18]Cl.